Task: Predict the reactants needed to synthesize the given product.. Dataset: Full USPTO retrosynthesis dataset with 1.9M reactions from patents (1976-2016) (1) Given the product [N+:4]([C:7]1[CH:8]=[C:9]2[C:13](=[CH:14][CH:15]=1)[NH:12][CH:11]=[C:10]2[C:17]1[CH2:22][CH2:21][CH2:20][N:19]([C:23]([O:25][C:26]([CH3:29])([CH3:28])[CH3:27])=[O:24])[CH:18]=1)([O-:6])=[O:5], predict the reactants needed to synthesize it. The reactants are: C[O-].[Na+].[N+:4]([C:7]1[CH:8]=[C:9]2[C:13](=[CH:14][CH:15]=1)[NH:12][CH:11]=[CH:10]2)([O-:6])=[O:5].O=[C:17]1[CH2:22][CH2:21][CH2:20][N:19]([C:23]([O:25][C:26]([CH3:29])([CH3:28])[CH3:27])=[O:24])[CH2:18]1.C(OCC)(=O)C. (2) Given the product [F:23][C:18]1[CH:19]=[CH:20][CH:21]=[CH:22][C:17]=1[CH2:16][N:14]1[CH:15]=[C:11]([C:10]2[C:4]3[C:5](=[N:6][CH:7]=[C:2]([C:42]4[CH:43]=[C:44]([NH:48][S:49]([CH3:52])(=[O:50])=[O:51])[CH:45]=[CH:46][CH:47]=4)[CH:3]=3)[N:8]([S:24]([C:27]3[CH:33]=[CH:32][C:30]([CH3:31])=[CH:29][CH:28]=3)(=[O:26])=[O:25])[CH:9]=2)[CH:12]=[N:13]1, predict the reactants needed to synthesize it. The reactants are: Br[C:2]1[CH:3]=[C:4]2[C:10]([C:11]3[CH:12]=[N:13][N:14]([CH2:16][C:17]4[CH:22]=[CH:21][CH:20]=[CH:19][C:18]=4[F:23])[CH:15]=3)=[CH:9][N:8]([S:24]([C:27]3[CH:33]=[CH:32][C:30]([CH3:31])=[CH:29][CH:28]=3)(=[O:26])=[O:25])[C:5]2=[N:6][CH:7]=1.CC1(C)C(C)(C)OB([C:42]2[CH:43]=[C:44]([NH:48][S:49]([CH3:52])(=[O:51])=[O:50])[CH:45]=[CH:46][CH:47]=2)O1.C1(C)C=CC=CC=1.C(O)C.O.C(=O)([O-])[O-].[K+].[K+]. (3) Given the product [Cl:29][C:18]1[CH:17]=[C:33]([Cl:35])[N:15]=[C:14]2[N:10]([CH2:9][C:6]3[CH:7]=[CH:8][C:3]([O:2][CH3:1])=[CH:4][CH:5]=3)[N:11]=[CH:12][C:13]=12, predict the reactants needed to synthesize it. The reactants are: [CH3:1][O:2][C:3]1[CH:8]=[CH:7][C:6]([CH2:9][N:10]2[C:14]3[N:15]=C(O)[CH:17]=[C:18](O)[C:13]=3[CH:12]=[N:11]2)=[CH:5][CH:4]=1.C1(P(Cl)([Cl:29])=O)C=CC=CC=1.[OH-].[Na+].[CH2:33]([Cl:35])Cl. (4) Given the product [N+:31]([C:34]1[CH:35]=[CH:36][C:37]([C@@H:40]([NH:42][C:28]([C:24]2[CH:23]=[C:22]3[C:27](=[CH:26][CH:25]=2)[N:19]([CH2:18][C:13]2[CH:14]=[CH:15][CH:16]=[CH:17][C:12]=2[C:8]2[CH:9]=[CH:10][CH:11]=[C:6]([C:4]([O:3][CH2:1][CH3:2])=[O:5])[CH:7]=2)[CH:20]=[CH:21]3)=[O:30])[CH3:41])=[CH:38][CH:39]=1)([O-:33])=[O:32], predict the reactants needed to synthesize it. The reactants are: [CH2:1]([O:3][C:4]([C:6]1[CH:7]=[C:8]([C:12]2[CH:17]=[CH:16][CH:15]=[CH:14][C:13]=2[CH2:18][N:19]2[C:27]3[C:22](=[CH:23][C:24]([C:28]([OH:30])=O)=[CH:25][CH:26]=3)[CH:21]=[CH:20]2)[CH:9]=[CH:10][CH:11]=1)=[O:5])[CH3:2].[N+:31]([C:34]1[CH:39]=[CH:38][C:37]([C@@H:40]([NH2:42])[CH3:41])=[CH:36][CH:35]=1)([O-:33])=[O:32].